This data is from Forward reaction prediction with 1.9M reactions from USPTO patents (1976-2016). The task is: Predict the product of the given reaction. The product is: [C:1]([O:5][CH:6]([C:11]1[N:16]([CH3:17])[C:15](=[O:18])[C:14]2[N:19]([CH2:30][C:31]3[N:32]=[C:33]4[CH:38]=[CH:37][CH:36]=[CH:35][N:34]4[CH:39]=3)[CH:20]=[CH:21][C:13]=2[C:12]=1[C:22]1[CH:23]=[CH:24][C:25]([Cl:28])=[CH:26][CH:27]=1)[C:7]([OH:9])=[O:8])([CH3:2])([CH3:3])[CH3:4]. Given the reactants [C:1]([O:5][CH:6]([C:11]1[N:16]([CH3:17])[C:15](=[O:18])[C:14]2[NH:19][CH:20]=[CH:21][C:13]=2[C:12]=1[C:22]1[CH:27]=[CH:26][C:25]([Cl:28])=[CH:24][CH:23]=1)[C:7]([O:9]C)=[O:8])([CH3:4])([CH3:3])[CH3:2].Cl[CH2:30][C:31]1[N:32]=[C:33]2[CH:38]=[CH:37][CH:36]=[CH:35][N:34]2[CH:39]=1, predict the reaction product.